This data is from Forward reaction prediction with 1.9M reactions from USPTO patents (1976-2016). The task is: Predict the product of the given reaction. Given the reactants [CH3:1][O:2][C:3]1[CH:4]=[C:5]([NH:20][C:21]([C:23]2[S:27][C:26]([C:28]3[CH:33]=[CH:32][C:31]([Cl:34])=[CH:30][CH:29]=3)=[N:25][C:24]=2[CH2:35][CH2:36]O)=[O:22])[CH:6]=[CH:7][C:8]=1[O:9][Si:10]([CH:17]([CH3:19])[CH3:18])([CH:14]([CH3:16])[CH3:15])[CH:11]([CH3:13])[CH3:12].CC(OI1(OC(C)=O)(OC(C)=O)OC(=O)C2C=CC=CC1=2)=O, predict the reaction product. The product is: [Cl:34][C:31]1[CH:30]=[CH:29][C:28]([C:26]2[S:27][C:23]3[C:21](=[O:22])[N:20]([C:5]4[CH:6]=[CH:7][C:8]([O:9][Si:10]([CH:11]([CH3:12])[CH3:13])([CH:17]([CH3:19])[CH3:18])[CH:14]([CH3:15])[CH3:16])=[C:3]([O:2][CH3:1])[CH:4]=4)[CH:36]=[CH:35][C:24]=3[N:25]=2)=[CH:33][CH:32]=1.